This data is from NCI-60 drug combinations with 297,098 pairs across 59 cell lines. The task is: Regression. Given two drug SMILES strings and cell line genomic features, predict the synergy score measuring deviation from expected non-interaction effect. (1) Drug 1: C1=C(C(=O)NC(=O)N1)N(CCCl)CCCl. Drug 2: CC1=C(N=C(N=C1N)C(CC(=O)N)NCC(C(=O)N)N)C(=O)NC(C(C2=CN=CN2)OC3C(C(C(C(O3)CO)O)O)OC4C(C(C(C(O4)CO)O)OC(=O)N)O)C(=O)NC(C)C(C(C)C(=O)NC(C(C)O)C(=O)NCCC5=NC(=CS5)C6=NC(=CS6)C(=O)NCCC[S+](C)C)O. Cell line: M14. Synergy scores: CSS=50.6, Synergy_ZIP=-1.80, Synergy_Bliss=1.02, Synergy_Loewe=1.01, Synergy_HSA=2.95. (2) Drug 1: CC(CN1CC(=O)NC(=O)C1)N2CC(=O)NC(=O)C2. Drug 2: CCCS(=O)(=O)NC1=C(C(=C(C=C1)F)C(=O)C2=CNC3=C2C=C(C=N3)C4=CC=C(C=C4)Cl)F. Cell line: MDA-MB-435. Synergy scores: CSS=14.9, Synergy_ZIP=-6.14, Synergy_Bliss=-4.46, Synergy_Loewe=-29.4, Synergy_HSA=-3.74. (3) Drug 1: C#CCC(CC1=CN=C2C(=N1)C(=NC(=N2)N)N)C3=CC=C(C=C3)C(=O)NC(CCC(=O)O)C(=O)O. Drug 2: CN(CCCl)CCCl.Cl. Cell line: MALME-3M. Synergy scores: CSS=8.61, Synergy_ZIP=-2.18, Synergy_Bliss=-0.160, Synergy_Loewe=0.278, Synergy_HSA=-0.491.